From a dataset of Peptide-MHC class II binding affinity with 134,281 pairs from IEDB. Regression. Given a peptide amino acid sequence and an MHC pseudo amino acid sequence, predict their binding affinity value. This is MHC class II binding data. (1) The peptide sequence is MKRPSREKQDKKIFTE. The MHC is DRB1_0701 with pseudo-sequence DRB1_0701. The binding affinity (normalized) is 0.234. (2) The peptide sequence is GELQIVDVIDAAFKI. The MHC is DRB1_1201 with pseudo-sequence DRB1_1201. The binding affinity (normalized) is 0.550. (3) The peptide sequence is FLFQRAVAREAIIAL. The MHC is DRB1_1001 with pseudo-sequence DRB1_1001. The binding affinity (normalized) is 0.745. (4) The peptide sequence is EKKYFSATQFEPLAA. The MHC is DRB1_1602 with pseudo-sequence DRB1_1602. The binding affinity (normalized) is 0.564.